From a dataset of Forward reaction prediction with 1.9M reactions from USPTO patents (1976-2016). Predict the product of the given reaction. (1) Given the reactants [OH:1][CH2:2][C:3]1[NH:7][C:6]([C:8]2[C:9](=[O:15])[NH:10][CH:11]=[CH:12][C:13]=2[I:14])=[N:5][C:4]=1[CH3:16].[CH3:17]C(OI1(OC(C)=O)(OC(C)=O)OC(=O)C2C=CC=CC1=2)=O.C(OCC)(=O)C, predict the reaction product. The product is: [I:14][C:13]1[CH:12]=[CH:11][N:10]=[C:9]([O:15][CH3:17])[C:8]=1[C:6]1[NH:7][C:3]([CH:2]=[O:1])=[C:4]([CH3:16])[N:5]=1. (2) The product is: [C:21]([C:20]1[C:15]([NH:14][C:11](=[O:12])[CH2:10][O:9][CH2:1][CH2:2][C:3]2[CH:8]=[CH:7][CH:6]=[CH:5][CH:4]=2)=[N:16][CH:17]=[CH:18][CH:19]=1)#[N:22]. Given the reactants [CH2:1]([O:9][CH2:10][C:11](Cl)=[O:12])[CH2:2][C:3]1[CH:8]=[CH:7][CH:6]=[CH:5][CH:4]=1.[NH2:14][C:15]1[C:20]([C:21]#[N:22])=[CH:19][CH:18]=[CH:17][N:16]=1, predict the reaction product. (3) Given the reactants [Cl:1][C:2]1[N:7]=[C:6]([C:8]2[NH:9][C:10]3[C:15]([CH:16]=2)=[CH:14][CH:13]=[CH:12][CH:11]=3)[C:5]([OH:17])=[CH:4][CH:3]=1.C1C(=O)N([Cl:25])C(=O)C1, predict the reaction product. The product is: [Cl:1][C:2]1[N:7]=[C:6]([C:8]2[NH:9][C:10]3[C:15]([C:16]=2[Cl:25])=[CH:14][CH:13]=[CH:12][CH:11]=3)[C:5]([OH:17])=[CH:4][CH:3]=1. (4) Given the reactants Br[C:2]1[CH:3]=[C:4]([CH:20]([CH3:22])[CH3:21])[CH:5]=[C:6]2[C:10]=1[NH:9][C:8]1[C:11]([CH2:17][CH2:18][OH:19])([CH2:15][CH3:16])[O:12][CH2:13][CH2:14][C:7]2=1.[F:23][C:24]1[CH:29]=[C:28](B(O)O)[CH:27]=[CH:26][C:25]=1[C:33]1[CH:38]=[CH:37][CH:36]=[CH:35][CH:34]=1, predict the reaction product. The product is: [CH2:15]([C:11]1([CH2:17][CH2:18][OH:19])[C:8]2[NH:9][C:10]3[C:6]([C:7]=2[CH2:14][CH2:13][O:12]1)=[CH:5][C:4]([CH:20]([CH3:22])[CH3:21])=[CH:3][C:2]=3[C:28]1[CH:27]=[CH:26][C:25]([C:33]2[CH:34]=[CH:35][CH:36]=[CH:37][CH:38]=2)=[C:24]([F:23])[CH:29]=1)[CH3:16]. (5) The product is: [C:63]([O:62][C:60]([N:58]1[CH2:57][CH:56]([NH:55][C:18]([C:17]2[CH:16]=[C:15]([CH:10]3[C:9]([CH3:25])([CH3:24])[CH2:8][C:7]4[C:12](=[CH:13][CH:14]=[C:5]([C:3]([O:2][CH3:1])=[O:4])[CH:6]=4)[NH:11]3)[CH:23]=[CH:22][CH:21]=2)=[O:19])[CH2:59]1)=[O:61])([CH3:66])([CH3:65])[CH3:64]. Given the reactants [CH3:1][O:2][C:3]([C:5]1[CH:6]=[C:7]2[C:12](=[CH:13][CH:14]=1)[NH:11][CH:10]([C:15]1[CH:16]=[C:17]([CH:21]=[CH:22][CH:23]=1)[C:18](O)=[O:19])[C:9]([CH3:25])([CH3:24])[CH2:8]2)=[O:4].ON1C2C=CC=CC=2N=N1.CN(C)CCCN=C=NCC.Cl.CN1CCOCC1.[NH2:55][CH:56]1[CH2:59][N:58]([C:60]([O:62][C:63]([CH3:66])([CH3:65])[CH3:64])=[O:61])[CH2:57]1, predict the reaction product. (6) Given the reactants [Cl:1][C:2]1[C:11]2[C:6](=[CH:7][CH:8]=[C:9]([C:12]([C:14]3[N:18]([CH3:19])[C:17]([CH3:20])=[N:16][CH:15]=3)=[O:13])[CH:10]=2)[N:5]=[C:4]([O:21][CH3:22])[C:3]=1[CH2:23][C:24]1[CH:29]=[CH:28][C:27]([C:30]([F:33])([F:32])[F:31])=[CH:26][CH:25]=1.[C-:34]#[C-:35].[Si]([Li])(C)(C)C, predict the reaction product. The product is: [Cl:1][C:2]1[C:11]2[C:6](=[CH:7][CH:8]=[C:9]([C:12]([C:14]3[N:18]([CH3:19])[C:17]([CH3:20])=[N:16][CH:15]=3)([OH:13])[C:34]#[CH:35])[CH:10]=2)[N:5]=[C:4]([O:21][CH3:22])[C:3]=1[CH2:23][C:24]1[CH:25]=[CH:26][C:27]([C:30]([F:31])([F:33])[F:32])=[CH:28][CH:29]=1. (7) Given the reactants FC(F)(F)S(O[C:7]1[CH:16]=[CH:15][C:14]2[C:13](=[O:17])[CH2:12][CH2:11][CH2:10][C:9]=2[N:8]=1)(=O)=O.[CH2:20]([Sn](CCCC)(CCCC)C=C)[CH2:21]CC.[Cl-].[Li+], predict the reaction product. The product is: [CH:20]([C:7]1[CH:16]=[CH:15][C:14]2[C:13](=[O:17])[CH2:12][CH2:11][CH2:10][C:9]=2[N:8]=1)=[CH2:21].